From a dataset of Reaction yield outcomes from USPTO patents with 853,638 reactions. Predict the reaction yield, written as a fraction of the theoretical maximum amount of product (1.0 means a 100% yield; for example, 0.34 means a 34% yield). (1) The reactants are CC(C)([O-])C.[K+].[CH3:7][CH:8]([CH3:12])[C:9](=O)[CH3:10].[C:13](OCC)(=O)[C:14]([O:16][CH2:17][CH3:18])=[O:15].O.[NH2:24][NH2:25]. The catalyst is O1CCCC1.C(O)(=O)C. The product is [CH:8]([C:9]1[CH:10]=[C:13]([C:14]([O:16][CH2:17][CH3:18])=[O:15])[NH:25][N:24]=1)([CH3:12])[CH3:7]. The yield is 0.500. (2) The catalyst is Cl.O1CCOCC1. The reactants are C(OC([N:8]1[C:17]2[N:16]=[CH:15][C:14](/[CH:18]=[CH:19]/[C:20]([O:22]CC3C=CC=CC=3)=[O:21])=[CH:13][C:12]=2[CH2:11][CH2:10][CH2:9]1)=O)(C)(C)C.[Li+].[OH-]. The yield is 0.290. The product is [N:16]1[C:17]2[NH:8][CH2:9][CH2:10][CH2:11][C:12]=2[CH:13]=[C:14](/[CH:18]=[CH:19]/[C:20]([OH:22])=[O:21])[CH:15]=1. (3) The product is [C:16]([O:19][C:11]([N:6]1[C:5]2[CH:9]=[CH:10][C:2]([Br:1])=[CH:3][C:4]=2[N:8]=[N:7]1)=[O:12])([CH3:18])([CH3:17])[CH3:15]. The catalyst is C1COCC1.C1(C)C=CC=CC=1. The yield is 0.760. The reactants are [Br:1][C:2]1[CH:10]=[CH:9][C:5]2[NH:6][N:7]=[N:8][C:4]=2[CH:3]=1.[C:11](Cl)(Cl)=[O:12].[CH3:15][C:16]([OH:19])([CH3:18])[CH3:17].N1C=CC=CC=1. (4) The reactants are [N:1]1[CH:6]=[C:5]([CH2:7][NH2:8])[CH:4]=[N:3][CH:2]=1.C[Al](C)C.[Cl:13][C:14]1[CH:15]=[C:16]([CH:21]([C:36]([F:39])([F:38])[F:37])/[CH:22]=[CH:23]/[C:24]2[CH:34]=[CH:33][C:27]([C:28](OCC)=[O:29])=[C:26]([CH3:35])[CH:25]=2)[CH:17]=[C:18]([Cl:20])[CH:19]=1. The catalyst is C(Cl)Cl. The product is [Cl:13][C:14]1[CH:15]=[C:16]([CH:21]([C:36]([F:39])([F:37])[F:38])/[CH:22]=[CH:23]/[C:24]2[CH:34]=[CH:33][C:27]([C:28]([NH:8][CH2:7][C:5]3[CH:6]=[N:1][CH:2]=[N:3][CH:4]=3)=[O:29])=[C:26]([CH3:35])[CH:25]=2)[CH:17]=[C:18]([Cl:20])[CH:19]=1. The yield is 0.550.